This data is from Ames mutagenicity test results for genotoxicity prediction. The task is: Regression/Classification. Given a drug SMILES string, predict its toxicity properties. Task type varies by dataset: regression for continuous values (e.g., LD50, hERG inhibition percentage) or binary classification for toxic/non-toxic outcomes (e.g., AMES mutagenicity, cardiotoxicity, hepatotoxicity). Dataset: ames. (1) The molecule is ClCc1ccc2c(c1)-c1cccc3cccc-2c13. The result is 1 (mutagenic). (2) The compound is CC(C)CCCC(C)C1CCC2C3CC4OC45CC(O)CCC5(C)C3CCC12C. The result is 1 (mutagenic). (3) The result is 1 (mutagenic). The drug is O=C(Cl)Cc1ccccc1. (4) The drug is CCN(CC)CCCC(C)Nc1cc(OC)cc2cccnc12. The result is 1 (mutagenic). (5) The drug is Cc1c(C)c2c3c(ccc2c2ccccc12)C(O)C(O)C1OC31. The result is 1 (mutagenic). (6) The drug is Cc1ccccc1C(N)=O. The result is 0 (non-mutagenic). (7) The compound is [N-]=[N+]=CC(=O)OCC(N)C(=O)O. The result is 1 (mutagenic). (8) The drug is COc1cc(S(=O)(=O)O)c(C)cc1N=Nc1c(O)ccc2cc(S(=O)(=O)O)ccc12. The result is 0 (non-mutagenic). (9) The result is 0 (non-mutagenic). The compound is Nc1cc(C(=O)O)c(O)c(S(=O)(=O)O)c1. (10) The molecule is COc1nc2cc([N+](=O)[O-])cc(CBr)c2nc1OC. The result is 1 (mutagenic).